From a dataset of Reaction yield outcomes from USPTO patents with 853,638 reactions. Predict the reaction yield, written as a fraction of the theoretical maximum amount of product (1.0 means a 100% yield; for example, 0.34 means a 34% yield). (1) The catalyst is O1CCCC1. The reactants are [CH3:1][O:2][C:3]1[CH:8]=[CH:7][C:6]([CH2:9][C:10]([OH:12])=O)=[CH:5][C:4]=1[CH3:13].C(N(CC)CC)C.CC(C)(C)C(Cl)=O.[CH2:28]([C@@H:35]1[CH2:39][O:38][C:37](=[O:40])[NH:36]1)[C:29]1[CH:34]=[CH:33][CH:32]=[CH:31][CH:30]=1.C([Li])CCC. The yield is 0.890. The product is [CH2:28]([C@@H:35]1[CH2:39][O:38][C:37](=[O:40])[N:36]1[C:10](=[O:12])[CH2:9][C:6]1[CH:7]=[CH:8][C:3]([O:2][CH3:1])=[C:4]([CH3:13])[CH:5]=1)[C:29]1[CH:30]=[CH:31][CH:32]=[CH:33][CH:34]=1. (2) The catalyst is ClCCl. The reactants are [Cl:1][C:2]1[CH:31]=[C:30]([Cl:32])[CH:29]=[CH:28][C:3]=1[O:4][C:5]1[CH:10]=[CH:9][CH:8]=[CH:7][C:6]=1[NH:11][S:12]([C:15]1[CH:27]=[CH:26][C:18]([C:19]([NH:21][CH2:22][C:23](O)=[O:24])=[O:20])=[CH:17][CH:16]=1)(=[O:14])=[O:13].[CH3:33][N:34]([CH3:37])[CH:35]=O.CN(C(ON1N=N[C:48]2C=CC=[CH:52][C:47]1=2)=[N+](C)C)C.F[P-](F)(F)(F)(F)F.C([N:64]([CH2:67][CH3:68])CC)C. The yield is 0.950. The product is [Cl:1][C:2]1[CH:31]=[C:30]([Cl:32])[CH:29]=[CH:28][C:3]=1[O:4][C:5]1[CH:10]=[CH:9][CH:8]=[CH:7][C:6]=1[NH:11][S:12]([C:15]1[CH:27]=[CH:26][C:18]([C:19]([NH:21][CH2:22][C:23](=[O:24])[NH:64][CH2:67][CH2:68][CH2:33][N:34]2[CH2:37][CH2:52][CH2:47][CH2:48][CH2:35]2)=[O:20])=[CH:17][CH:16]=1)(=[O:13])=[O:14]. (3) The reactants are [CH3:1][N:2]([CH3:24])[C:3]1[C:8]([CH3:9])=[CH:7][C:6]([PH:10](=O)[C:11]2[CH:16]=[C:15]([CH3:17])[C:14]([N:18]([CH3:20])[CH3:19])=[C:13]([CH3:21])[CH:12]=2)=[CH:5][C:4]=1[CH3:23].[BH3:25].O1CCCC1. The catalyst is C1(C)C=CC=CC=1. The product is [CH3:24][N:2]([CH3:1])[C:3]1[C:8]([CH3:9])=[CH:7][C:6]([PH:10][C:11]2[CH:16]=[C:15]([CH3:17])[C:14]([N:18]([CH3:19])[CH3:20])=[C:13]([CH3:21])[CH:12]=2)=[CH:5][C:4]=1[CH3:23].[BH3:25]. The yield is 0.650.